This data is from Full USPTO retrosynthesis dataset with 1.9M reactions from patents (1976-2016). The task is: Predict the reactants needed to synthesize the given product. (1) Given the product [Cl:1][C:2]1[CH:7]=[C:6]2[C:5](=[CH:4][CH:3]=1)[O:11][C:13]1([CH2:16][CH2:15][CH2:14]1)[CH2:9][C:8]2=[O:10], predict the reactants needed to synthesize it. The reactants are: [Cl:1][C:2]1[CH:3]=[CH:4][C:5]([OH:11])=[C:6]([C:8](=[O:10])[CH3:9])[CH:7]=1.N1[CH2:16][CH2:15][CH2:14][CH2:13]1.C1(=O)CCC1. (2) Given the product [C:31]([NH:34][C:35]1[CH:36]=[C:37]([CH:41]=[CH:42][CH:43]=1)[C:38]([NH:2][C:3]1[C:4]([CH3:30])=[C:5]2[C:10]([NH:11][C:12]3[CH:13]=[CH:14][C:15]([O:18][C:19]4[CH:24]=[CH:23][CH:22]=[CH:21][C:20]=4[O:25][CH3:26])=[CH:16][CH:17]=3)=[C:9]([C:27]#[N:28])[CH:8]=[N:7][N:6]2[CH:29]=1)=[O:39])(=[O:33])[CH3:32], predict the reactants needed to synthesize it. The reactants are: Cl.[NH2:2][C:3]1[C:4]([CH3:30])=[C:5]2[C:10]([NH:11][C:12]3[CH:17]=[CH:16][C:15]([O:18][C:19]4[CH:24]=[CH:23][CH:22]=[CH:21][C:20]=4[O:25][CH3:26])=[CH:14][CH:13]=3)=[C:9]([C:27]#[N:28])[CH:8]=[N:7][N:6]2[CH:29]=1.[C:31]([NH:34][C:35]1[CH:36]=[C:37]([CH:41]=[CH:42][CH:43]=1)[C:38](O)=[O:39])(=[O:33])[CH3:32].C1CN([P+](Br)(N2CCCC2)N2CCCC2)CC1.F[P-](F)(F)(F)(F)F.CCN(C(C)C)C(C)C. (3) Given the product [Cl:26][C:24]1[C:23]([O:27][CH3:28])=[CH:22][C:3]([O:4][CH2:5][C:6]([N:8]2[CH2:9][CH2:10][CH:11]([O:14][C:15]3[CH:16]=[CH:17][C:18]([F:21])=[CH:19][CH:20]=3)[CH2:12][CH2:13]2)=[O:7])=[C:2]([NH:1][C:36](=[O:38])[CH3:37])[CH:25]=1, predict the reactants needed to synthesize it. The reactants are: [NH2:1][C:2]1[CH:25]=[C:24]([Cl:26])[C:23]([O:27][CH3:28])=[CH:22][C:3]=1[O:4][CH2:5][C:6]([N:8]1[CH2:13][CH2:12][CH:11]([O:14][C:15]2[CH:20]=[CH:19][C:18]([F:21])=[CH:17][CH:16]=2)[CH2:10][CH2:9]1)=[O:7].C(N(CC)CC)C.[C:36](Cl)(=[O:38])[CH3:37]. (4) Given the product [NH:7]1[C:15]2[C:10](=[CH:11][CH:12]=[C:13]([C:16]([N:1]3[CH2:6][CH2:5][O:4][CH2:3][CH2:2]3)=[O:17])[CH:14]=2)[CH:9]=[CH:8]1, predict the reactants needed to synthesize it. The reactants are: [NH:1]1[CH2:6][CH2:5][O:4][CH2:3][CH2:2]1.[NH:7]1[C:15]2[C:10](=[CH:11][CH:12]=[C:13]([C:16](O)=[O:17])[CH:14]=2)[CH:9]=[CH:8]1.Cl.CN(C)CCCN=C=NCC.ON1C2C=CC=CC=2N=N1.C(N(C(C)C)CC)(C)C.